Dataset: Rat liver microsome stability data. Task: Regression/Classification. Given a drug SMILES string, predict its absorption, distribution, metabolism, or excretion properties. Task type varies by dataset: regression for continuous measurements (e.g., permeability, clearance, half-life) or binary classification for categorical outcomes (e.g., BBB penetration, CYP inhibition). Dataset: rlm. (1) The molecule is Cc1cc(NS(=O)(=O)c2ccc(NC(=O)Cc3ccc(F)c(Cl)c3)cc2)no1. The result is 0 (unstable in rat liver microsomes). (2) The compound is COc1cccc(-c2nc(-c3cc4cc(OC)ccc4nc3O)no2)c1. The result is 1 (stable in rat liver microsomes). (3) The drug is Cn1nnnc1Sc1ncnc2scc(Br)c12. The result is 1 (stable in rat liver microsomes).